Task: Predict the reaction yield, written as a fraction of the theoretical maximum amount of product (1.0 means a 100% yield; for example, 0.34 means a 34% yield).. Dataset: Reaction yield outcomes from USPTO patents with 853,638 reactions (1) The reactants are [C:1]([N:4]1[C:12]2[C:7](=[CH:8][C:9]([CH:13]=[CH:14][S:15]([C:18]3[CH:23]=[CH:22][CH:21]=[CH:20][CH:19]=3)(=[O:17])=[O:16])=[CH:10][CH:11]=2)[C:6]([CH2:24][C@H:25]2[CH2:29][CH2:28][CH2:27][N:26]2[CH3:30])=[CH:5]1)(=[O:3])[CH3:2].CC(C)=O.CS(O)(=O)=O. The catalyst is [Pd].O. The product is [C:1]([N:4]1[C:12]2[C:7](=[CH:8][C:9]([CH2:13][CH2:14][S:15]([C:18]3[CH:19]=[CH:20][CH:21]=[CH:22][CH:23]=3)(=[O:16])=[O:17])=[CH:10][CH:11]=2)[C:6]([CH2:24][C@H:25]2[CH2:29][CH2:28][CH2:27][N:26]2[CH3:30])=[CH:5]1)(=[O:3])[CH3:2]. The yield is 0.950. (2) The reactants are C(O[CH:4](OCC)[CH2:5][NH:6][C:7](=[O:16])[NH:8][C:9]1[CH:14]=[CH:13][C:12]([CH3:15])=[CH:11][CH:10]=1)C.C(=O)(O)[O-].[Na+]. The catalyst is S(=O)(=O)(O)O. The product is [CH3:15][C:12]1[CH:11]=[CH:10][C:9]([N:8]2[CH:4]=[CH:5][NH:6][C:7]2=[O:16])=[CH:14][CH:13]=1. The yield is 0.380. (3) The reactants are Br[C:2]1[N:3]=[C:4]([CH3:7])[S:5][CH:6]=1.CC1(C)C(C)(C)OB([C:16]2[CH:17]=[C:18]3[C:23](=[C:24]([O:26][CH2:27][O:28][CH2:29][CH2:30][Si:31]([CH3:34])([CH3:33])[CH3:32])[CH:25]=2)[N:22]=[CH:21][N:20]([CH2:35][O:36][CH2:37][CH2:38][Si:39]([CH3:42])([CH3:41])[CH3:40])[C:19]3=[O:43])O1.C(=O)([O-])[O-].[K+].[K+].O. The catalyst is CN(C)C=O.C1(P([C-]2C=CC=C2)C2C=CC=CC=2)C=CC=CC=1.[C-]1(P(C2C=CC=CC=2)C2C=CC=CC=2)C=CC=C1.[Fe+2].[Pd](Cl)Cl. The product is [CH3:7][C:4]1[S:5][CH:6]=[C:2]([C:16]2[CH:17]=[C:18]3[C:23](=[C:24]([O:26][CH2:27][O:28][CH2:29][CH2:30][Si:31]([CH3:34])([CH3:32])[CH3:33])[CH:25]=2)[N:22]=[CH:21][N:20]([CH2:35][O:36][CH2:37][CH2:38][Si:39]([CH3:42])([CH3:41])[CH3:40])[C:19]3=[O:43])[N:3]=1. The yield is 0.140. (4) The reactants are [F:1][C:2]1[CH:7]=[CH:6][C:5]([C:8]2[C:13]([C:14]3[CH:19]=[CH:18][N:17]=[CH:16][CH:15]=3)=[CH:12][C:11]([C:20]#[N:21])=[C:10](O)[N:9]=2)=[CH:4][CH:3]=1.O=P(Cl)(Cl)[Cl:25].N. The catalyst is CN(C=O)C. The product is [Cl:25][C:10]1[N:9]=[C:8]([C:5]2[CH:6]=[CH:7][C:2]([F:1])=[CH:3][CH:4]=2)[C:13]([C:14]2[CH:19]=[CH:18][N:17]=[CH:16][CH:15]=2)=[CH:12][C:11]=1[C:20]#[N:21]. The yield is 0.550.